Dataset: Forward reaction prediction with 1.9M reactions from USPTO patents (1976-2016). Task: Predict the product of the given reaction. (1) Given the reactants [N:1]1[CH:6]=[CH:5][C:4]([CH2:7][C:8]([O:10][CH2:11][CH3:12])=[O:9])=[CH:3][CH:2]=1.ClC1C=CC=C(C(OO)=[O:21])C=1.C(=O)(O)[O-].[Na+], predict the reaction product. The product is: [O-:21][N+:1]1[CH:6]=[CH:5][C:4]([CH2:7][C:8]([O:10][CH2:11][CH3:12])=[O:9])=[CH:3][CH:2]=1. (2) Given the reactants [CH3:1][C:2]1[N:25]([CH3:26])[C:5]2[CH:6]=[C:7]([C:22]([OH:24])=O)[C:8]3[CH2:9][CH2:10][C:11]4([NH:20][C:21]=3[C:4]=2[N:3]=1)[CH2:19][C:18]1[C:13](=[CH:14][CH:15]=[CH:16][CH:17]=1)[CH2:12]4.CN(C(ON1N=NC2C=CC=CC1=2)=[N+](C)C)C.[B-](F)(F)(F)F.[OH:49][CH2:50][CH2:51][NH2:52], predict the reaction product. The product is: [OH:49][CH2:50][CH2:51][NH:52][C:22]([C:7]1[C:8]2[CH2:9][CH2:10][C:11]3([NH:20][C:21]=2[C:4]2[N:3]=[C:2]([CH3:1])[N:25]([CH3:26])[C:5]=2[CH:6]=1)[CH2:12][C:13]1[C:18](=[CH:17][CH:16]=[CH:15][CH:14]=1)[CH2:19]3)=[O:24]. (3) Given the reactants [Li+].C[Si]([N-][Si](C)(C)C)(C)C.[CH3:11][N:12]1[C:17](=[O:18])[C:16]2=[CH:19][N:20]([CH2:22][C:23]3[CH:28]=[CH:27][C:26]([N:29]4[CH:33]=[CH:32][CH:31]=[N:30]4)=[CH:25][CH:24]=3)[N:21]=[C:15]2[N:14]2[C@H:34]3[CH2:39][CH2:38][CH2:37][C@H:35]3[N:36]=[C:13]12.[Cl:40]C(Cl)(Cl)C(Cl)(Cl)Cl, predict the reaction product. The product is: [Cl:40][C:19]1[N:20]([CH2:22][C:23]2[CH:24]=[CH:25][C:26]([N:29]3[CH:33]=[CH:32][CH:31]=[N:30]3)=[CH:27][CH:28]=2)[N:21]=[C:15]2[N:14]3[C@H:34]4[CH2:39][CH2:38][CH2:37][C@H:35]4[N:36]=[C:13]3[N:12]([CH3:11])[C:17](=[O:18])[C:16]=12. (4) The product is: [CH3:41][O:40][C:37]1[CH:38]=[CH:39][C:34]([O:33][C:31](=[O:32])[N:14]([C@@H:13]2[C@@H:9]([C:4]3[CH:5]=[CH:6][C:7]([Cl:8])=[C:2]([Cl:1])[CH:3]=3)[CH2:10][N:11]([C:16]([CH:18]3[CH2:19][CH2:20][N:21]([C:24]([C:26]4([CH3:29])[CH2:28][CH2:27]4)=[O:25])[CH2:22][CH2:23]3)=[O:17])[CH2:12]2)[CH3:15])=[CH:35][CH:36]=1. Given the reactants [Cl:1][C:2]1[CH:3]=[C:4]([C@@H:9]2[C@@H:13]([NH:14][CH3:15])[CH2:12][N:11]([C:16]([CH:18]3[CH2:23][CH2:22][N:21]([C:24]([C:26]4([CH3:29])[CH2:28][CH2:27]4)=[O:25])[CH2:20][CH2:19]3)=[O:17])[CH2:10]2)[CH:5]=[CH:6][C:7]=1[Cl:8].Cl[C:31]([O:33][C:34]1[CH:39]=[CH:38][C:37]([O:40][CH3:41])=[CH:36][CH:35]=1)=[O:32], predict the reaction product. (5) Given the reactants [CH2:1]([O:8][N:9]1[C:14]2[N:15]=[C:16]([C:19]([F:22])([F:21])[F:20])[N:17]=[CH:18][C:13]=2[C:12](O)=[CH:11][C:10]1=[O:24])[C:2]1[CH:7]=[CH:6][CH:5]=[CH:4][CH:3]=1.C([N:27]([CH2:30][CH3:31])CC)C, predict the reaction product. The product is: [CH2:30]([NH:27][C:12]1[C:13]2[CH:18]=[N:17][C:16]([C:19]([F:20])([F:22])[F:21])=[N:15][C:14]=2[N:9]([O:8][CH2:1][C:2]2[CH:7]=[CH:6][CH:5]=[CH:4][CH:3]=2)[C:10](=[O:24])[CH:11]=1)[C:31]1[CH:6]=[CH:7][CH:2]=[CH:3][CH:4]=1.